From a dataset of Forward reaction prediction with 1.9M reactions from USPTO patents (1976-2016). Predict the product of the given reaction. Given the reactants Br[C:2]1[C:10]2[O:9][C:8]([C:11]3[CH:16]=[CH:15][C:14]([O:17][CH3:18])=[CH:13][CH:12]=3)=[N:7][C:6]=2[CH:5]=[C:4]([O:19][CH3:20])[CH:3]=1.[C:21]([Cu])#[N:22], predict the reaction product. The product is: [CH3:20][O:19][C:4]1[CH:3]=[C:2]([C:21]#[N:22])[C:10]2[O:9][C:8]([C:11]3[CH:16]=[CH:15][C:14]([O:17][CH3:18])=[CH:13][CH:12]=3)=[N:7][C:6]=2[CH:5]=1.